Predict the product of the given reaction. From a dataset of Forward reaction prediction with 1.9M reactions from USPTO patents (1976-2016). (1) Given the reactants [CH2:1]([O:3][C:4]1[CH:5]=[C:6]2[C:11](=[C:12]3[CH2:16][C:15]([CH3:18])([CH3:17])[O:14][C:13]=13)[C:10]([C:19]1[CH:28]=[CH:27][C:22]([C:23]([O:25][CH3:26])=[O:24])=[C:21]([NH:29][C:30](=[O:35])[C:31]([F:34])([F:33])[F:32])[CH:20]=1)=[N:9][C:8]([CH3:37])([CH3:36])[CH2:7]2)[CH3:2].C(=O)([O-])[O-].[K+].[K+].[I-].[Na+].Cl.Cl[CH2:48][C:49]1[CH:58]=[CH:57][C:56]2[C:51](=[CH:52][CH:53]=[CH:54][CH:55]=2)[N:50]=1.C(O)(=O)CS.[Cl-].[Na+], predict the reaction product. The product is: [CH2:1]([O:3][C:4]1[CH:5]=[C:6]2[C:11](=[C:12]3[CH2:16][C:15]([CH3:18])([CH3:17])[O:14][C:13]=13)[C:10]([C:19]1[CH:28]=[CH:27][C:22]([C:23]([O:25][CH3:26])=[O:24])=[C:21]([N:29]([CH2:48][C:49]3[CH:58]=[CH:57][C:56]4[C:51](=[CH:52][CH:53]=[CH:54][CH:55]=4)[N:50]=3)[C:30](=[O:35])[C:31]([F:32])([F:33])[F:34])[CH:20]=1)=[N:9][C:8]([CH3:36])([CH3:37])[CH2:7]2)[CH3:2]. (2) Given the reactants C1(S([N:10]2[CH:14]=[C:13]([C:15]#[C:16][CH2:17][CH2:18][CH2:19][CH2:20][CH2:21][CH2:22][CH3:23])[C:12]([C:24]3[CH:25]=[N:26][CH:27]=[CH:28][CH:29]=3)=[N:11]2)(=O)=O)C=CC=CC=1.C1(S(N2C=C(C#CCCCC)C(C3C=NC=CC=3)=N2)(=O)=O)C=CC=CC=1.C(C1C(C2CN(C)CCC=2)=NNC=1)#CCCCC, predict the reaction product. The product is: [C:15]([C:13]1[C:12]([C:24]2[CH:25]=[N:26][CH:27]=[CH:28][CH:29]=2)=[N:11][NH:10][CH:14]=1)#[C:16][CH2:17][CH2:18][CH2:19][CH2:20][CH2:21][CH2:22][CH3:23]. (3) Given the reactants [Cl:1][C:2]1[C:7]([Cl:8])=[CH:6][CH:5]=[CH:4][C:3]=1[C:9]1[N:14]=[N:13][C:12]([NH2:15])=[N:11][C:10]=1[NH2:16].Cl[CH:18]([C:21]1([C:24]2[CH:25]=[C:26]3[C:31](=[CH:32][CH:33]=2)[N:30]=[CH:29][CH:28]=[CH:27]3)[CH2:23][CH2:22]1)[CH:19]=O, predict the reaction product. The product is: [Cl:1][C:2]1[C:7]([Cl:8])=[CH:6][CH:5]=[CH:4][C:3]=1[C:9]1[C:10]([NH2:16])=[N:11][C:12]2[N:13]([C:18]([C:21]3([C:24]4[CH:25]=[C:26]5[C:31](=[CH:32][CH:33]=4)[N:30]=[CH:29][CH:28]=[CH:27]5)[CH2:23][CH2:22]3)=[CH:19][N:15]=2)[N:14]=1. (4) Given the reactants [N+:1]([C:4]1[CH:9]=[C:8]([O:10][CH2:11][CH2:12][CH3:13])[CH:7]=[CH:6][C:5]=1[NH:14][C:15](=[O:23])[CH2:16][CH:17]1[CH2:22][CH2:21][CH2:20][CH2:19][NH:18]1)([O-])=O, predict the reaction product. The product is: [NH2:1][C:4]1[CH:9]=[C:8]([O:10][CH2:11][CH2:12][CH3:13])[CH:7]=[CH:6][C:5]=1[NH:14][C:15](=[O:23])[CH2:16][CH:17]1[CH2:22][CH2:21][CH2:20][CH2:19][NH:18]1. (5) Given the reactants CS[C:3]1[N:4]=[CH:5][C:6]2[C:7](=[O:27])[N:8]([C:17]3[CH:18]=[CH:19][CH:20]=[C:21]4[C:26]=3[N:25]=[CH:24][CH:23]=[CH:22]4)[CH2:9][C@@H:10]3[CH2:16][CH2:15][CH2:14][N:11]3[C:12]=2[N:13]=1.C1C=C(Cl)C=C(C(OO)=O)C=1.C(Cl)(Cl)Cl.[CH2:43]([NH2:45])[CH3:44].C1COCC1, predict the reaction product. The product is: [CH2:43]([NH:45][C:3]1[N:4]=[CH:5][C:6]2[C:7](=[O:27])[N:8]([C:17]3[CH:18]=[CH:19][CH:20]=[C:21]4[C:26]=3[N:25]=[CH:24][CH:23]=[CH:22]4)[CH2:9][C@@H:10]3[CH2:16][CH2:15][CH2:14][N:11]3[C:12]=2[N:13]=1)[CH3:44]. (6) Given the reactants [CH3:1][O-:2].[Na+].Br[C:5]1[CH:6]=[C:7]([CH3:13])[C:8]([C:11]#[N:12])=[N:9][CH:10]=1.O, predict the reaction product. The product is: [CH3:1][O:2][C:5]1[CH:6]=[C:7]([CH3:13])[C:8]([C:11]#[N:12])=[N:9][CH:10]=1. (7) Given the reactants [CH2:1]([O:8][C:9]1[CH:14]=[CH:13][C:12]([C:15]2[CH:20]=[CH:19][N:18]=[C:17](S(C)(=O)=O)[N:16]=2)=[CH:11][CH:10]=1)[C:2]1[CH:7]=[CH:6][CH:5]=[CH:4][CH:3]=1.[C:25]([O:29][C:30](=[O:40])[CH:31]([CH2:33][C:34]1[CH:39]=[CH:38][CH:37]=[CH:36][CH:35]=1)[NH2:32])([CH3:28])([CH3:27])[CH3:26], predict the reaction product. The product is: [CH2:1]([O:8][C:9]1[CH:14]=[CH:13][C:12]([C:15]2[CH:20]=[CH:19][N:18]=[C:17]([NH:32][C@H:31]([C:30]([O:29][C:25]([CH3:28])([CH3:27])[CH3:26])=[O:40])[CH2:33][C:34]3[CH:39]=[CH:38][CH:37]=[CH:36][CH:35]=3)[N:16]=2)=[CH:11][CH:10]=1)[C:2]1[CH:7]=[CH:6][CH:5]=[CH:4][CH:3]=1. (8) Given the reactants C[O:2][C:3](=[O:26])/[CH:4]=[CH:5]/[C:6]1[CH:11]=[CH:10][C:9]([CH2:12][N:13]2[C:17]3=[N:18][C:19]([CH3:23])=[CH:20][C:21]([CH3:22])=[C:16]3[N:15]=[C:14]2[CH2:24][CH3:25])=[CH:8][CH:7]=1.[OH-].[K+], predict the reaction product. The product is: [CH2:24]([C:14]1[N:13]([CH2:12][C:9]2[CH:8]=[CH:7][C:6](/[CH:5]=[CH:4]/[C:3]([OH:26])=[O:2])=[CH:11][CH:10]=2)[C:17]2=[N:18][C:19]([CH3:23])=[CH:20][C:21]([CH3:22])=[C:16]2[N:15]=1)[CH3:25]. (9) Given the reactants [C:1]([C:3]1[CH:8]=[CH:7][C:6]([C:9]2[CH:10]=[N:11][N:12]([C:15]3[CH:23]=[CH:22][C:18]([C:19]([OH:21])=O)=[CH:17][N:16]=3)[C:13]=2[OH:14])=[C:5]([CH3:24])[CH:4]=1)#[N:2].[NH2:25][CH2:26][CH2:27][CH2:28][CH2:29][OH:30], predict the reaction product. The product is: [C:1]([C:3]1[CH:8]=[CH:7][C:6]([C:9]2[CH:10]=[N:11][N:12]([C:15]3[CH:23]=[CH:22][C:18]([C:19]([NH:25][CH2:26][CH2:27][CH2:28][CH2:29][OH:30])=[O:21])=[CH:17][N:16]=3)[C:13]=2[OH:14])=[C:5]([CH3:24])[CH:4]=1)#[N:2]. (10) Given the reactants [Cl-].[Cl-].[Cl-].[Al+3].[C:5]1([O:11][CH3:12])[CH:10]=[CH:9][CH:8]=[CH:7][CH:6]=1.[Br:13][C:14]1[CH:15]=[CH:16][C:17]([Cl:23])=[C:18]([CH:22]=1)[C:19](Cl)=[O:20].Cl, predict the reaction product. The product is: [Br:13][C:14]1[CH:15]=[CH:16][C:17]([Cl:23])=[C:18]([C:19]([C:8]2[CH:9]=[CH:10][C:5]([O:11][CH3:12])=[CH:6][CH:7]=2)=[O:20])[CH:22]=1.